Dataset: Choline transporter screen with 302,306 compounds. Task: Binary Classification. Given a drug SMILES string, predict its activity (active/inactive) in a high-throughput screening assay against a specified biological target. (1) The molecule is Fc1c(C(=O)Nc2cc3OCCCOc3cc2C(O)=O)ccc(F)c1. The result is 0 (inactive). (2) The drug is O(C1CCN(CC1)C(C)C)c1cc(C(=O)NC2CCc3c2cccc3)ccc1OC. The result is 1 (active). (3) The compound is S(=O)(=O)(N(CC(=O)Nc1c(C(=O)N2CCOCC2)cccc1)c1c(OC)ccc([N+]([O-])=O)c1)C. The result is 0 (inactive). (4) The molecule is S\1C(=O)N(CC(O)Cn2c3c(c4c2cccc4)cccc3)C(=O)C1=C\c1ccccc1. The result is 0 (inactive).